From a dataset of Full USPTO retrosynthesis dataset with 1.9M reactions from patents (1976-2016). Predict the reactants needed to synthesize the given product. (1) Given the product [CH3:19][NH:20][C:21]([C:23]1[C:31]2[C:26](=[CH:27][C:28]([O:32][C:2]3[CH:7]=[CH:6][N:5]=[C:4]4[CH:8]=[C:9]([C:11]([N:13]5[CH2:17][CH2:16][C@@H:15]([OH:18])[CH2:14]5)=[O:12])[S:10][C:3]=34)=[CH:29][CH:30]=2)[N:25]([CH3:33])[CH:24]=1)=[O:22], predict the reactants needed to synthesize it. The reactants are: Cl[C:2]1[CH:7]=[CH:6][N:5]=[C:4]2[CH:8]=[C:9]([C:11]([N:13]3[CH2:17][CH2:16][C@@H:15]([OH:18])[CH2:14]3)=[O:12])[S:10][C:3]=12.[CH3:19][NH:20][C:21]([C:23]1[C:31]2[C:26](=[CH:27][C:28]([OH:32])=[CH:29][CH:30]=2)[N:25]([CH3:33])[CH:24]=1)=[O:22].C([O-])([O-])=O.[Cs+].[Cs+]. (2) Given the product [CH3:43][O:44][C:45](=[O:60])[C:46]([CH3:58])([CH3:59])[CH2:47][C:48]1[CH:53]=[C:52]([CH3:54])[C:51](/[CH:55]=[CH:2]/[C:3]2[CH:8]=[CH:7][C:6]([C:9]3[O:10][C:11]([C:14]4[CH:19]=[CH:18][C:17]([Cl:20])=[CH:16][CH:15]=4)=[N:12][N:13]=3)=[CH:5][C:4]=2[N+:21]([O-:23])=[O:22])=[C:50]([CH3:57])[CH:49]=1, predict the reactants needed to synthesize it. The reactants are: Br[CH2:2][C:3]1[CH:8]=[CH:7][C:6]([C:9]2[O:10][C:11]([C:14]3[CH:19]=[CH:18][C:17]([Cl:20])=[CH:16][CH:15]=3)=[N:12][N:13]=2)=[CH:5][C:4]=1[N+:21]([O-:23])=[O:22].C1C=CC(P(C2C=CC=CC=2)C2C=CC=CC=2)=CC=1.[CH3:43][O:44][C:45](=[O:60])[C:46]([CH3:59])([CH3:58])[CH2:47][C:48]1[CH:53]=[C:52]([CH3:54])[C:51]([CH:55]=O)=[C:50]([CH3:57])[CH:49]=1.C([O-])([O-])=O.[K+].[K+]. (3) Given the product [O:9]1[CH2:14][CH2:13][CH:12]([O:15][C:2]2[CH:7]=[CH:6][C:5]([Br:8])=[CH:4][N:3]=2)[CH2:11][CH2:10]1, predict the reactants needed to synthesize it. The reactants are: Br[C:2]1[CH:7]=[CH:6][C:5]([Br:8])=[CH:4][N:3]=1.[O:9]1[CH2:14][CH2:13][CH:12]([OH:15])[CH2:11][CH2:10]1.